Task: Predict the reactants needed to synthesize the given product.. Dataset: Full USPTO retrosynthesis dataset with 1.9M reactions from patents (1976-2016) (1) Given the product [Cl:35][C:9]1[C:10]2=[N:16][N:15]([C:17]3[CH:22]=[CH:21][C:20]([Cl:23])=[CH:19][C:18]=3[Cl:24])[C:14]([C:25]3[CH:30]=[CH:29][C:28]([Cl:31])=[CH:27][CH:26]=3)=[C:11]2[CH:12]=[CH:13][N:8]=1, predict the reactants needed to synthesize it. The reactants are: C([N:8]1[CH:13]=[CH:12][C:11]2=[C:14]([C:25]3[CH:30]=[CH:29][C:28]([Cl:31])=[CH:27][CH:26]=3)[N:15]([C:17]3[CH:22]=[CH:21][C:20]([Cl:23])=[CH:19][C:18]=3[Cl:24])[N:16]=[C:10]2[C:9]1=O)C1C=CC=CC=1.O=P(Cl)(Cl)[Cl:35]. (2) Given the product [NH2:18][CH2:19][CH2:20][CH2:21][CH2:22][CH2:23][C:24]([NH:26][C@H:27]([C:31]([NH:33][C@H:34]([C:42]([NH:44][C:45]1[CH:46]=[CH:47][C:48]([CH2:51][O:52][C:53](=[O:94])[NH:54][CH2:55][NH:56][C:57](=[O:93])[CH2:58][C@H:59]2[O:66][C@H:65](/[CH:67]=[CH:68]/[C:69](/[CH3:91])=[CH:70]/[CH2:71][C@H:72]3[C@@H:77]([CH3:78])[CH2:76][C@@H:75]([NH:79][C:80](=[O:89])/[CH:81]=[CH:82]\[C@@H:83]([O:85][C:86](=[O:88])[CH3:87])[CH3:84])[C@@H:74]([CH3:90])[O:73]3)[C@@H:64]([OH:92])[C@@:61]3([O:63][CH2:62]3)[CH2:60]2)=[CH:49][CH:50]=1)=[O:43])[CH2:35][CH2:36][CH2:37][NH:38][C:39](=[O:41])[NH2:40])=[O:32])[CH:28]([CH3:30])[CH3:29])=[O:25], predict the reactants needed to synthesize it. The reactants are: C1C2C(COC([NH:18][CH2:19][CH2:20][CH2:21][CH2:22][CH2:23][C:24]([NH:26][C@H:27]([C:31]([NH:33][C@H:34]([C:42]([NH:44][C:45]3[CH:50]=[CH:49][C:48]([CH2:51][O:52][C:53](=[O:94])[NH:54][CH2:55][NH:56][C:57](=[O:93])[CH2:58][C@H:59]4[O:66][C@H:65](/[CH:67]=[CH:68]/[C:69](/[CH3:91])=[CH:70]/[CH2:71][C@H:72]5[C@@H:77]([CH3:78])[CH2:76][C@@H:75]([NH:79][C:80](=[O:89])/[CH:81]=[CH:82]\[C@@H:83]([O:85][C:86](=[O:88])[CH3:87])[CH3:84])[C@@H:74]([CH3:90])[O:73]5)[C@@H:64]([OH:92])[C@@:61]5([O:63][CH2:62]5)[CH2:60]4)=[CH:47][CH:46]=3)=[O:43])[CH2:35][CH2:36][CH2:37][NH:38][C:39](=[O:41])[NH2:40])=[O:32])[CH:28]([CH3:30])[CH3:29])=[O:25])=O)C3C(=CC=CC=3)C=2C=CC=1.N1CCCCC1.NCCCCCC(N[C@H](C(N[C@H](C(NC1C=CC(COC(NNC(=O)C[C@H]2O[C@H](/C=C/C(/C)=C/C[C@H]3[C@@H](C)C[C@@H](NC(=O)/C=C\[C@@H](OC(=O)C)C)[C@@H](C)O3)[C@@H](O)[C@@]3(OC3)C2)=O)=CC=1)=O)CCCNC(=O)N)=O)C(C)C)=O. (3) Given the product [Cl:12][C:9]1[CH:10]=[C:11]2[C:6](=[CH:7][CH:8]=1)[N:5]=[C:4]([N:13]1[CH2:19][C:18]3[CH:20]=[CH:21][CH:22]=[CH:23][C:17]=3[S:16](=[O:24])[CH2:15][CH2:14]1)[CH:3]=[C:2]2[N:29]1[CH2:30][C@@H:26]([F:25])[C@H:27]([NH2:31])[CH2:28]1, predict the reactants needed to synthesize it. The reactants are: Cl[C:2]1[C:11]2[C:6](=[CH:7][CH:8]=[C:9]([Cl:12])[CH:10]=2)[N:5]=[C:4]([N:13]2[CH2:19][C:18]3[CH:20]=[CH:21][CH:22]=[CH:23][C:17]=3[S:16](=[O:24])[CH2:15][CH2:14]2)[CH:3]=1.[F:25][C@@H:26]1[CH2:30][NH:29][CH2:28][C@H:27]1[NH:31]C(=O)OC(C)(C)C. (4) Given the product [CH:23]([N:15]1[C:16]2[C:21](=[CH:20][C:19]([Cl:22])=[CH:18][CH:17]=2)[C:13]([CH2:12][CH2:11][O:10][C:7]2[CH:8]=[CH:9][C:4]([C:3]([OH:2])=[O:39])=[CH:5][CH:6]=2)=[C:14]1[CH2:36][CH2:37][NH:38][S:49]([CH2:48][C:43]1[CH:44]=[CH:45][C:46]([S:49]([CH3:48])(=[O:51])=[O:50])=[CH:47][CH:42]=1)(=[O:51])=[O:50])([C:30]1[CH:35]=[CH:34][CH:33]=[CH:32][CH:31]=1)[C:24]1[CH:29]=[CH:28][CH:27]=[CH:26][CH:25]=1, predict the reactants needed to synthesize it. The reactants are: C[O:2][C:3](=[O:39])[C:4]1[CH:9]=[CH:8][C:7]([O:10][CH2:11][CH2:12][C:13]2[C:21]3[C:16](=[CH:17][CH:18]=[C:19]([Cl:22])[CH:20]=3)[N:15]([CH:23]([C:30]3[CH:35]=[CH:34][CH:33]=[CH:32][CH:31]=3)[C:24]3[CH:29]=[CH:28][CH:27]=[CH:26][CH:25]=3)[C:14]=2[CH2:36][CH2:37][NH2:38])=[CH:6][CH:5]=1.C([C:42]1[CH:47]=[CH:46][CH:45]=[CH:44][C:43]=1[CH2:48][S:49](Cl)(=[O:51])=[O:50])#N. (5) Given the product [CH3:59][O:60][C:61]1[CH:62]=[C:63]([CH:67]=[CH:68][C:69]=1[O:70][CH3:71])[C:64]([NH:34][C:35]1[CH:36]=[CH:37][C:38]([C:41]2[CH:49]=[C:48]3[C:44]([CH2:45][N:46]([C@@H:51]([CH:56]([CH3:58])[CH3:57])[C:52]([O:54][CH3:55])=[O:53])[C:47]3=[O:50])=[CH:43][CH:42]=2)=[CH:39][CH:40]=1)=[O:65], predict the reactants needed to synthesize it. The reactants are: C(NC1C=CC(C2C=C3C(CN([C@@H](C(C)C)C(OC)=O)C3=O)=CC=2)=CC=1)(=O)C1C=CC=CC=1.[NH2:34][C:35]1[CH:40]=[CH:39][C:38]([C:41]2[CH:49]=[C:48]3[C:44]([CH2:45][N:46]([C@@H:51]([CH:56]([CH3:58])[CH3:57])[C:52]([O:54][CH3:55])=[O:53])[C:47]3=[O:50])=[CH:43][CH:42]=2)=[CH:37][CH:36]=1.[CH3:59][O:60][C:61]1[CH:62]=[C:63]([CH:67]=[CH:68][C:69]=1[O:70][CH3:71])[C:64](Cl)=[O:65]. (6) Given the product [CH3:18][O:6][C:5](=[O:7])[C:4]1[CH:8]=[C:9]([N:11]2[CH2:15][CH2:14][CH2:13][C:12]2=[O:16])[CH:10]=[C:2]([NH2:1])[CH:3]=1, predict the reactants needed to synthesize it. The reactants are: [NH2:1][C:2]1[CH:3]=[C:4]([CH:8]=[C:9]([N:11]2[CH2:15][CH2:14][CH2:13][C:12]2=[O:16])[CH:10]=1)[C:5]([OH:7])=[O:6].Cl.[CH3:18]N(C)CCCN=C=NCC. (7) The reactants are: [CH3:1][C:2]1([CH3:23])[O:6][CH:5]([CH:7]([CH2:20][S:21][CH3:22])[CH2:8][NH:9][C:10](=O)OCC2C=CC=CC=2)[CH2:4][O:3]1.[H-].[Na+].CI.[OH-].[K+]. Given the product [NH3:9].[CH3:2][OH:3].[CH3:1][C:2]1([CH3:23])[O:6][CH:5]([CH:7]([CH2:20][S:21][CH3:22])[CH2:8][NH:9][CH3:10])[CH2:4][O:3]1, predict the reactants needed to synthesize it. (8) Given the product [Cl:1][C:2]1[CH:10]=[CH:9][C:8]([N:11]2[CH2:12][CH2:13][O:14][CH2:15][CH2:16]2)=[CH:7][C:3]=1[C:4]([NH:6][C:17](=[O:21])[NH:23][C:24]1[S:25][C:26]2[CH:32]=[C:31]([S:33]([CH:36]3[CH2:41][CH2:40][NH:39][CH2:38][CH2:37]3)(=[O:35])=[O:34])[CH:30]=[CH:29][C:27]=2[N:28]=1)=[O:5], predict the reactants needed to synthesize it. The reactants are: [Cl:1][C:2]1[CH:10]=[CH:9][C:8]([N:11]2[CH2:16][CH2:15][O:14][CH2:13][CH2:12]2)=[CH:7][C:3]=1[C:4]([NH2:6])=[O:5].[C:17](Cl)(=[O:21])C(Cl)=O.[NH2:23][C:24]1[S:25][C:26]2[CH:32]=[C:31]([S:33]([CH:36]3[CH2:41][CH2:40][N:39](C(OC(C)(C)C)=O)[CH2:38][CH2:37]3)(=[O:35])=[O:34])[CH:30]=[CH:29][C:27]=2[N:28]=1.